The task is: Predict which catalyst facilitates the given reaction.. This data is from Catalyst prediction with 721,799 reactions and 888 catalyst types from USPTO. Reactant: [N:1]1([C:5]2[N:10]=[C:9]([CH2:11][N:12]3[C@@H:16]([CH3:17])[C@@H:15]([C:18]4[CH:23]=[C:22]([C:24]([F:27])([F:26])[F:25])[CH:21]=[C:20]([C:28]([F:31])([F:30])[F:29])[CH:19]=4)[O:14][C:13]3=[O:32])[C:8]([C:33]3[CH:38]=[C:37](B4OCC(C)(C)CO4)[CH:36]=[CH:35][C:34]=3[O:47][CH3:48])=[CH:7][CH:6]=2)[CH2:4][CH2:3][CH2:2]1.Br[C:50]1[S:54][C:53]([C:55]([O:57][CH3:58])=[O:56])=[CH:52][C:51]=1[CH3:59].N#N.C([O-])([O-])=O.[K+].[K+]. Product: [N:1]1([C:5]2[N:10]=[C:9]([CH2:11][N:12]3[C@@H:16]([CH3:17])[C@@H:15]([C:18]4[CH:19]=[C:20]([C:28]([F:31])([F:30])[F:29])[CH:21]=[C:22]([C:24]([F:26])([F:25])[F:27])[CH:23]=4)[O:14][C:13]3=[O:32])[C:8]([C:33]3[CH:38]=[C:37]([C:50]4[S:54][C:53]([C:55]([O:57][CH3:58])=[O:56])=[CH:52][C:51]=4[CH3:59])[CH:36]=[CH:35][C:34]=3[O:47][CH3:48])=[CH:7][CH:6]=2)[CH2:4][CH2:3][CH2:2]1. The catalyst class is: 20.